From a dataset of Catalyst prediction with 721,799 reactions and 888 catalyst types from USPTO. Predict which catalyst facilitates the given reaction. Reactant: [Cl:1][C:2]1[N:3]([CH2:10][C@:11]2([CH3:14])[CH2:13][O:12]2)[CH:4]=[C:5]([N+:7]([O-:9])=[O:8])[N:6]=1.[N:15]1([C:21]([O:23][CH2:24][C:25]2[CH:30]=[CH:29][C:28]([O:31][C:32]([F:35])([F:34])[F:33])=[CH:27][CH:26]=2)=[O:22])[CH2:20][CH2:19][NH:18][CH2:17][CH2:16]1.O. Product: [Cl:1][C:2]1[N:3]([CH2:10][C@:11]([OH:12])([CH3:14])[CH2:13][N:18]2[CH2:17][CH2:16][N:15]([C:21]([O:23][CH2:24][C:25]3[CH:26]=[CH:27][C:28]([O:31][C:32]([F:34])([F:35])[F:33])=[CH:29][CH:30]=3)=[O:22])[CH2:20][CH2:19]2)[CH:4]=[C:5]([N+:7]([O-:9])=[O:8])[N:6]=1. The catalyst class is: 3.